Dataset: Full USPTO retrosynthesis dataset with 1.9M reactions from patents (1976-2016). Task: Predict the reactants needed to synthesize the given product. (1) Given the product [CH:1]1([CH2:4][O:5][C:6]2[CH:7]=[C:8]([CH:12]=[CH:13][C:14]=2[CH2:15][NH:16][S:17]([CH3:20])(=[O:19])=[O:18])[C:9]([O:11][CH2:35][CH:34]=[CH2:33])=[O:10])[CH2:3][CH2:2]1, predict the reactants needed to synthesize it. The reactants are: [CH:1]1([CH2:4][O:5][C:6]2[CH:7]=[C:8]([CH:12]=[CH:13][C:14]=2[CH2:15][NH:16][S:17]([CH3:20])(=[O:19])=[O:18])[C:9]([OH:11])=[O:10])[CH2:3][CH2:2]1.C1N=CN(C(N2C=NC=C2)=O)C=1.[CH2:33](O)[CH:34]=[CH2:35]. (2) Given the product [F:2][C:3]1[CH:4]=[CH:5][C:6]([NH:9][C:10]([NH:11][N:12]=[C:23]2[C:22]3[C:17](=[CH:18][CH:19]=[C:20]([S:25][CH2:26][CH2:27][CH2:28][C:29]4[CH:30]=[CH:31][C:32]([C:33]([OH:35])=[O:34])=[CH:36][CH:37]=4)[CH:21]=3)[N:16]([CH2:38][CH2:39][CH3:40])[C:15]2=[O:14])=[O:13])=[CH:7][CH:8]=1, predict the reactants needed to synthesize it. The reactants are: Cl.[F:2][C:3]1[CH:8]=[CH:7][C:6]([NH:9][C:10](=[O:13])[NH:11][NH2:12])=[CH:5][CH:4]=1.[O:14]=[C:15]1[C:23](=O)[C:22]2[C:17](=[CH:18][CH:19]=[C:20]([S:25][CH2:26][CH2:27][CH2:28][C:29]3[CH:37]=[CH:36][C:32]([C:33]([OH:35])=[O:34])=[CH:31][CH:30]=3)[CH:21]=2)[N:16]1[CH2:38][CH2:39][CH3:40]. (3) Given the product [CH3:24][NH:26][C:10](=[O:12])[C:5]1[C:4]([N+:1]([O-:3])=[O:2])=[CH:9][CH:8]=[CH:7][N:6]=1, predict the reactants needed to synthesize it. The reactants are: [N+:1]([C:4]1[C:5]([C:10]([OH:12])=O)=[N:6][CH:7]=[CH:8][CH:9]=1)([O-:3])=[O:2].Cl.CN.C(Cl)CCl.C1C=CC2N(O)N=[N:26][C:24]=2C=1.CCN(C(C)C)C(C)C.